This data is from Retrosynthesis with 50K atom-mapped reactions and 10 reaction types from USPTO. The task is: Predict the reactants needed to synthesize the given product. (1) Given the product Cc1cccc(C)c1NC(=O)CN1CCC(=O)CC1, predict the reactants needed to synthesize it. The reactants are: Cc1cccc(C)c1NC(=O)CCl.O=C1CCNCC1. (2) The reactants are: CCc1c(CC(N)=O)c2cc(OCc3ccccc3C(=O)OC)ccc2n1Cc1ccccc1. Given the product CCc1c(CC(N)=O)c2cc(OCc3ccccc3C(=O)O)ccc2n1Cc1ccccc1, predict the reactants needed to synthesize it. (3) Given the product CS(=O)(=O)Nc1ccc(CNC(=O)C=Cc2ccc(C(F)(F)F)nc2OCc2ccccc2)cc1F, predict the reactants needed to synthesize it. The reactants are: CS(=O)(=O)Nc1ccc(CN)cc1F.O=C(O)C=Cc1ccc(C(F)(F)F)nc1OCc1ccccc1.